From a dataset of Forward reaction prediction with 1.9M reactions from USPTO patents (1976-2016). Predict the product of the given reaction. (1) Given the reactants [Cl:1][C:2]1[CH:3]=[N:4][C:5]2[C:10]([C:11]=1[CH2:12][CH2:13][CH2:14][CH:15]1[CH2:20][CH2:19][N:18]([C:21]([O:23][C:24]([CH3:27])([CH3:26])[CH3:25])=[O:22])[CH2:17][CH:16]1[C:28]([OH:30])=[O:29])=[CH:9][C:8]([O:31][CH3:32])=[CH:7][CH:6]=2.O=O.CC(C)([O-:38])C.[K+].C(OC)(=O)C, predict the reaction product. The product is: [OH:38][CH:12]([C:11]1[C:10]2[C:5](=[CH:6][CH:7]=[C:8]([O:31][CH3:32])[CH:9]=2)[N:4]=[CH:3][C:2]=1[Cl:1])[CH2:13][CH2:14][CH:15]1[CH2:20][CH2:19][N:18]([C:21]([O:23][C:24]([CH3:27])([CH3:25])[CH3:26])=[O:22])[CH2:17][CH:16]1[C:28]([OH:30])=[O:29]. (2) Given the reactants [CH2:1]([N:8]1[C:17]2[C:12](=[C:13]([OH:27])[C:14]([C:18]([NH:20][CH2:21][CH2:22][NH:23][C:24](=[O:26])O)=[O:19])=[N:15][CH:16]=2)[CH:11]=[C:10]([C:28]2[CH:33]=[CH:32][CH:31]=[CH:30][CH:29]=2)[C:9]1=[O:34])[C:2]1[CH:7]=[CH:6][CH:5]=[CH:4][CH:3]=1.[F:35][C:36]([F:41])([F:40])C(O)=O.C(N(CC)CC)C.FC(F)(F)C(OCC)=O, predict the reaction product. The product is: [F:35][C:36]([F:41])([F:40])[C:24]([NH:23][CH2:22][CH2:21][NH:20][C:18]([C:14]1[C:13]([OH:27])=[C:12]2[C:17](=[CH:16][N:15]=1)[N:8]([CH2:1][C:2]1[CH:7]=[CH:6][CH:5]=[CH:4][CH:3]=1)[C:9](=[O:34])[C:10]([C:28]1[CH:29]=[CH:30][CH:31]=[CH:32][CH:33]=1)=[CH:11]2)=[O:19])=[O:26]. (3) Given the reactants [CH3:1][C:2]1[CH:7]=[CH:6][C:5]([S:8]([O:11][CH2:12][CH:13]2[CH2:17][C:16]3[CH:18]=[C:19]([CH3:23])[CH:20]=[C:21](Br)[C:15]=3[O:14]2)(=[O:10])=[O:9])=[CH:4][CH:3]=1.[C:24]1(B(O)O)[CH:29]=[CH:28][CH:27]=[CH:26][CH:25]=1.CC1C=CC(S(OCC2CC3C=CC=C(C4C=CC=C(C(F)(F)F)C=4)C=3O2)(=O)=O)=CC=1, predict the reaction product. The product is: [CH3:1][C:2]1[CH:7]=[CH:6][C:5]([S:8]([O:11][CH2:12][CH:13]2[CH2:17][C:16]3[CH:18]=[C:19]([CH3:23])[CH:20]=[C:21]([C:24]4[CH:29]=[CH:28][CH:27]=[CH:26][CH:25]=4)[C:15]=3[O:14]2)(=[O:10])=[O:9])=[CH:4][CH:3]=1. (4) Given the reactants [N:1]1([CH2:6][CH2:7][S:8]([CH2:10][C:11]2[CH:16]=[CH:15][C:14]([OH:17])=[CH:13][CH:12]=2)=[O:9])[CH:5]=[CH:4][N:3]=[N:2]1.[H-].[Na+].Cl[CH2:21][C:22]1[N:23]=[C:24]([CH:27]=[CH:28][C:29]2[CH:34]=[CH:33][C:32]([O:35][CH:36]([F:38])[F:37])=[CH:31][CH:30]=2)[O:25][CH:26]=1.O, predict the reaction product. The product is: [F:38][CH:36]([F:37])[O:35][C:32]1[CH:33]=[CH:34][C:29](/[CH:28]=[CH:27]/[C:24]2[O:25][CH:26]=[C:22]([CH2:21][O:17][C:14]3[CH:13]=[CH:12][C:11]([CH2:10][S:8]([CH2:7][CH2:6][N:1]4[CH:5]=[CH:4][N:3]=[N:2]4)=[O:9])=[CH:16][CH:15]=3)[N:23]=2)=[CH:30][CH:31]=1. (5) Given the reactants [Cl:1][C:2]1[N:10]=[C:9]2[C:5]([NH:6][CH:7]=[N:8]2)=[C:4](Cl)[N:3]=1.[Cl:12][C:13]1[CH:14]=[C:15]([CH:17]=[CH:18][CH:19]=1)[NH2:16].C(N(CC)CC)C.C(Cl)(Cl)Cl.CO, predict the reaction product. The product is: [Cl:1][C:2]1[N:10]=[C:9]2[C:5]([NH:6][CH:7]=[N:8]2)=[C:4]([NH:16][C:15]2[CH:17]=[CH:18][CH:19]=[C:13]([Cl:12])[CH:14]=2)[N:3]=1. (6) Given the reactants [F:1][C:2]1[CH:3]=[C:4]([CH:27]=[CH:28][CH:29]=1)[CH2:5][N:6]1[C:14]2[C:9](=[CH:10][C:11]([NH:15][C:16]3[C:25]4[C:24]([OH:26])=[CH:23][CH:22]=[CH:21][C:20]=4[N:19]=[CH:18][N:17]=3)=[CH:12][CH:13]=2)[CH:8]=[N:7]1.[C:30]([O:35][CH3:36])(=[O:34])[C@H:31]([CH3:33])O, predict the reaction product. The product is: [F:1][C:2]1[CH:3]=[C:4]([CH:27]=[CH:28][CH:29]=1)[CH2:5][N:6]1[C:14]2[C:9](=[CH:10][C:11]([NH:15][C:16]3[C:25]4[C:20](=[CH:21][CH:22]=[CH:23][C:24]=4[O:26][C@H:31]([CH3:33])[C:30]([O:35][CH3:36])=[O:34])[N:19]=[CH:18][N:17]=3)=[CH:12][CH:13]=2)[CH:8]=[N:7]1. (7) Given the reactants [CH2:1]([O:8][C:9]([N:11]1[CH2:17][CH2:16][C:15](=[O:18])[N:14]([CH:19]([C:30](OC)=[O:31])[CH2:20][CH2:21][O:22][Si:23]([C:26]([CH3:29])([CH3:28])[CH3:27])([CH3:25])[CH3:24])[CH2:13][CH2:12]1)=[O:10])[C:2]1[CH:7]=[CH:6][CH:5]=[CH:4][CH:3]=1.[BH4-].[Li+].S([O-])(O)(=O)=O.[K+], predict the reaction product. The product is: [CH2:1]([O:8][C:9]([N:11]1[CH2:17][CH2:16][C:15](=[O:18])[N:14]([CH:19]([CH2:30][OH:31])[CH2:20][CH2:21][O:22][Si:23]([C:26]([CH3:27])([CH3:29])[CH3:28])([CH3:25])[CH3:24])[CH2:13][CH2:12]1)=[O:10])[C:2]1[CH:3]=[CH:4][CH:5]=[CH:6][CH:7]=1.